From a dataset of Full USPTO retrosynthesis dataset with 1.9M reactions from patents (1976-2016). Predict the reactants needed to synthesize the given product. (1) Given the product [F:11][C:10]1[CH:9]=[C:8]2[C:4]([C:5]([C:21]3[CH:22]=[N:23][N:24]([CH2:26][CH2:27][S:35]([CH3:33])(=[O:37])=[O:36])[CH:25]=3)=[CH:6][N:7]2[S:12]([C:15]2[CH:20]=[CH:19][CH:18]=[CH:17][CH:16]=2)(=[O:14])=[O:13])=[CH:3][CH:2]=1, predict the reactants needed to synthesize it. The reactants are: F[C:2]1[CH:3]=[C:4]2[C:8](=[CH:9][C:10]=1[F:11])[N:7]([S:12]([C:15]1[CH:20]=[CH:19][CH:18]=[CH:17][CH:16]=1)(=[O:14])=[O:13])[CH:6]=[C:5]2[C:21]1[CH:22]=[N:23][N:24]([CH2:26][CH:27]2CCNCC2)[CH:25]=1.[CH:33]([S:35](C)(=[O:37])=[O:36])=C.CCN(CC)CC. (2) Given the product [NH2:1][C:2]1[C:7]([C:8]([OH:10])=[O:9])=[CH:6][N:5]=[C:4]([C:13]2[C:21]3[C:16](=[N:17][CH:18]=[CH:19][CH:20]=3)[N:15]([CH2:22][C:23]3[CH:28]=[CH:27][CH:26]=[CH:25][C:24]=3[F:29])[N:14]=2)[N:3]=1, predict the reactants needed to synthesize it. The reactants are: [NH2:1][C:2]1[C:7]([C:8]([O:10]CC)=[O:9])=[CH:6][N:5]=[C:4]([C:13]2[C:21]3[C:16](=[N:17][CH:18]=[CH:19][CH:20]=3)[N:15]([CH2:22][C:23]3[CH:28]=[CH:27][CH:26]=[CH:25][C:24]=3[F:29])[N:14]=2)[N:3]=1.[OH-].[Na+].Cl. (3) Given the product [CH2:1]([O:8][CH2:9][C@@H:10]([C:14]1[CH:19]=[CH:18][CH:17]=[CH:16][CH:15]=1)[C:11]([NH:24][CH2:20][CH2:21][CH:22]=[CH2:23])=[O:13])[C:2]1[CH:3]=[CH:4][CH:5]=[CH:6][CH:7]=1, predict the reactants needed to synthesize it. The reactants are: [CH2:1]([O:8][CH2:9][C@@H:10]([C:14]1[CH:19]=[CH:18][CH:17]=[CH:16][CH:15]=1)[C:11]([OH:13])=O)[C:2]1[CH:7]=[CH:6][CH:5]=[CH:4][CH:3]=1.[CH2:20]([NH2:24])[CH2:21][CH:22]=[CH2:23].CCN=C=NCCCN(C)C. (4) Given the product [Cl:1][C:2]1[CH:3]=[C:4]([C:9]([F:12])([F:11])[F:10])[CH:5]=[CH:6][C:7]=1[C:34]#[C:33][CH2:32][OH:35], predict the reactants needed to synthesize it. The reactants are: [Cl:1][C:2]1[CH:3]=[C:4]([C:9]([F:12])([F:11])[F:10])[CH:5]=[CH:6][C:7]=1I.C1(P(C2C=CC=CC=2)C2C=CC=CC=2)C=CC=CC=1.[CH2:32]([OH:35])[C:33]#[CH:34].C(N(C(C)C)CC)(C)C. (5) Given the product [F:21][C:15]1[CH:16]=[C:17]([F:20])[CH:18]=[CH:19][C:14]=1[O:13][C:12]1[C:11]([OH:22])=[N:30][C:28]([CH2:27][S:24]([CH3:23])(=[O:26])=[O:25])=[N:29][CH:3]=1, predict the reactants needed to synthesize it. The reactants are: [H-].[Na+].[CH:3](OCC)=O.C(O[C:11](=[O:22])[CH2:12][O:13][C:14]1[CH:19]=[CH:18][C:17]([F:20])=[CH:16][C:15]=1[F:21])C.[CH3:23][S:24]([CH2:27][C:28](=[NH:30])[NH2:29])(=[O:26])=[O:25]. (6) Given the product [CH3:28][N:22]1[CH:23]=[C:24]([C:25]([NH2:4])=[O:26])[CH:20]=[N:21]1, predict the reactants needed to synthesize it. The reactants are: BrC1C=[N:4]C(CCN)=NC=1.C(N(CC)CC)C.FC(F)[C:20]1[C:24]([C:25](Cl)=[O:26])=[CH:23][N:22]([CH3:28])[N:21]=1. (7) Given the product [F:1][C:2]([F:6])([F:5])[CH2:3][O:4][C:10]1[CH:15]=[CH:14][C:13]([N+:16]([O-:18])=[O:17])=[CH:12][CH:11]=1, predict the reactants needed to synthesize it. The reactants are: [F:1][C:2]([F:6])([F:5])[CH2:3][OH:4].[H-].[Na+].F[C:10]1[CH:15]=[CH:14][C:13]([N+:16]([O-:18])=[O:17])=[CH:12][CH:11]=1.C(=O)([O-])O.[Na+]. (8) Given the product [CH2:1]([O:8][C:9]1[CH:14]=[C:13]([N:15]([CH2:21][CH2:22][CH2:23][CH3:24])[CH2:16][CH2:17][CH2:18][CH2:19][OH:20])[CH:12]=[CH:11][C:10]=1[CH:25]=[CH:26][C:27]1[S:31][C:30]([CH:32]=[CH:41][C:40]2[C:39]([CH3:42])([CH3:43])[O:38][C:37](=[C:44]([C:45]#[N:46])[C:47]#[N:48])[C:36]=2[C:34]#[N:35])=[CH:29][CH:28]=1)[C:2]1[CH:3]=[CH:4][CH:5]=[CH:6][CH:7]=1, predict the reactants needed to synthesize it. The reactants are: [CH2:1]([O:8][C:9]1[CH:14]=[C:13]([N:15]([CH2:21][CH2:22][CH2:23][CH3:24])[CH2:16][CH2:17][CH2:18][CH2:19][OH:20])[CH:12]=[CH:11][C:10]=1[CH:25]=[CH:26][C:27]1[S:31][C:30]([CH:32]=O)=[CH:29][CH:28]=1)[C:2]1[CH:7]=[CH:6][CH:5]=[CH:4][CH:3]=1.[C:34]([C:36]1[C:37](=[C:44]([C:47]#[N:48])[C:45]#[N:46])[O:38][C:39]([CH3:43])([CH3:42])[C:40]=1[CH3:41])#[N:35].C([O-])(=O)C.[NH4+].